Predict the reactants needed to synthesize the given product. From a dataset of Full USPTO retrosynthesis dataset with 1.9M reactions from patents (1976-2016). (1) Given the product [CH2:28]([O:29][C:13]([C:12]1[C:11](=[O:18])[N:10]([CH2:19][C:20]2[CH:21]=[CH:22][C:23]([F:26])=[CH:24][CH:25]=2)[CH2:9][C:6]2([C:4]=1[OH:5])[CH2:8][CH2:7]2)=[O:17])[CH3:27], predict the reactants needed to synthesize it. The reactants are: C(O[C:4]([C:6]1([CH2:9][N:10]([CH2:19][C:20]2[CH:25]=[CH:24][C:23]([F:26])=[CH:22][CH:21]=2)[C:11](=[O:18])[CH2:12][C:13](=[O:17])CCC)[CH2:8][CH2:7]1)=[O:5])C.[CH3:27][CH2:28][O-:29].[Na+].Cl.O. (2) Given the product [CH2:1]([O:3][C:4](=[O:14])[C:5]1[CH:10]=[C:9]([Cl:11])[C:8]([CH3:12])=[C:7]([Cl:31])[C:6]=1[NH2:13])[CH3:2], predict the reactants needed to synthesize it. The reactants are: [CH2:1]([O:3][C:4](=[O:14])[C:5]1[CH:10]=[C:9]([Cl:11])[C:8]([CH3:12])=[CH:7][C:6]=1[NH2:13])[CH3:2].C(OC(=O)C1C=C(C(F)(F)F)C(C=O)=C([Cl:31])C=1N)C.